This data is from Peptide-MHC class II binding affinity with 134,281 pairs from IEDB. The task is: Regression. Given a peptide amino acid sequence and an MHC pseudo amino acid sequence, predict their binding affinity value. This is MHC class II binding data. (1) The peptide sequence is RDLLLIVTRIVELLGR. The MHC is HLA-DQA10103-DQB10603 with pseudo-sequence HLA-DQA10103-DQB10603. The binding affinity (normalized) is 0.337. (2) The peptide sequence is MASSSSVLLVVVLFA. The MHC is DRB4_0101 with pseudo-sequence DRB4_0103. The binding affinity (normalized) is 0.